Dataset: Forward reaction prediction with 1.9M reactions from USPTO patents (1976-2016). Task: Predict the product of the given reaction. (1) Given the reactants [Br:1][C:2]1[C:3]2[N:11]([CH2:12][CH3:13])[C:10]([C:14](=[N:17][OH:18])[C:15]#[N:16])=[N:9][C:4]=2[C:5]([Cl:8])=[N:6][CH:7]=1.C([N:21](CC)CC)C.NO, predict the reaction product. The product is: [Br:1][C:2]1[C:3]2[N:11]([CH2:12][CH3:13])[C:10]([C:14]3[C:15]([NH2:21])=[N:16][O:18][N:17]=3)=[N:9][C:4]=2[C:5]([Cl:8])=[N:6][CH:7]=1. (2) Given the reactants [C:1]([S:20][C:21]1[CH:26]=[CH:25][CH:24]=[CH:23][C:22]=1[CH2:27]O)([C:14]1[CH:19]=[CH:18][CH:17]=[CH:16][CH:15]=1)([C:8]1[CH:13]=[CH:12][CH:11]=[CH:10][CH:9]=1)[C:2]1[CH:7]=[CH:6][CH:5]=[CH:4][CH:3]=1.[C:29]([NH2:40])(=[O:39])[C:30]1[C:31](=[CH:35][CH:36]=[CH:37][CH:38]=1)[C:32](N)=[O:33].S1C=CC=C1P.CCOC(/N=N/C(OCC)=O)=O, predict the reaction product. The product is: [C:1]([S:20][C:21]1[CH:26]=[CH:25][CH:24]=[CH:23][C:22]=1[CH2:27][N:40]1[C:29](=[O:39])[C:30]2[C:31](=[CH:35][CH:36]=[CH:37][CH:38]=2)[C:32]1=[O:33])([C:14]1[CH:15]=[CH:16][CH:17]=[CH:18][CH:19]=1)([C:8]1[CH:13]=[CH:12][CH:11]=[CH:10][CH:9]=1)[C:2]1[CH:3]=[CH:4][CH:5]=[CH:6][CH:7]=1. (3) Given the reactants [I:1][C:2]1[C:3]([CH3:20])=[C:4]([CH:17]=[CH:18][CH:19]=1)[CH2:5][NH:6][C:7]1[C:12]([N+:13]([O-:15])=[O:14])=[CH:11][N:10]=[C:9](Cl)[N:8]=1.C(N(C(C)C)CC)(C)C.[NH2:30][CH2:31][C@@H:32]1[CH2:36][CH2:35][N:34]([C:37]([O:39][C:40]([CH3:43])([CH3:42])[CH3:41])=[O:38])[CH2:33]1, predict the reaction product. The product is: [I:1][C:2]1[C:3]([CH3:20])=[C:4]([CH:17]=[CH:18][CH:19]=1)[CH2:5][NH:6][C:7]1[C:12]([N+:13]([O-:15])=[O:14])=[CH:11][N:10]=[C:9]([NH:30][CH2:31][C@@H:32]2[CH2:36][CH2:35][N:34]([C:37]([O:39][C:40]([CH3:43])([CH3:42])[CH3:41])=[O:38])[CH2:33]2)[N:8]=1. (4) Given the reactants [C:1]1([S:7]([NH:10][C:11]2[CH:12]=[C:13]([C@@H:17]([OH:38])[CH2:18][NH:19][C:20]([CH3:37])([CH3:36])[CH2:21][CH2:22][N:23]3[C:31]4[C:26](=[CH:27][C:28]([C:32]([O:34][CH3:35])=[O:33])=[CH:29][CH:30]=4)[CH:25]=[CH:24]3)[CH:14]=[CH:15][CH:16]=2)(=[O:9])=[O:8])[CH:6]=[CH:5][CH:4]=[CH:3][CH:2]=1.C[O-].[Na+].[CH2:42](O)[CH2:43][CH2:44]C, predict the reaction product. The product is: [C:1]1([S:7]([NH:10][C:11]2[CH:12]=[C:13]([C@@H:17]([OH:38])[CH2:18][NH:19][C:20]([CH3:36])([CH3:37])[CH2:21][CH2:22][N:23]3[C:31]4[C:26](=[CH:27][C:28]([C:32]([O:34][CH2:35][CH2:42][CH2:43][CH3:44])=[O:33])=[CH:29][CH:30]=4)[CH:25]=[CH:24]3)[CH:14]=[CH:15][CH:16]=2)(=[O:9])=[O:8])[CH:6]=[CH:5][CH:4]=[CH:3][CH:2]=1. (5) Given the reactants [NH:1](C(OCC1C2C(=CC=CC=2)C2C1=CC=CC=2)=O)[C@H:2]([C:26]([O:28][CH2:29][C:30]1[CH:35]=[CH:34][CH:33]=[CH:32][CH:31]=1)=[O:27])[CH2:3][C:4](=[O:25])[NH:5][C:6]([C:19]1[CH:24]=[CH:23][CH:22]=[CH:21][CH:20]=1)([C:13]1[CH:18]=[CH:17][CH:16]=[CH:15][CH:14]=1)[C:7]1[CH:12]=[CH:11][CH:10]=[CH:9][CH:8]=1, predict the reaction product. The product is: [NH2:1][C@H:2]([C:26]([O:28][CH2:29][C:30]1[CH:31]=[CH:32][CH:33]=[CH:34][CH:35]=1)=[O:27])[CH2:3][C:4](=[O:25])[NH:5][C:6]([C:19]1[CH:20]=[CH:21][CH:22]=[CH:23][CH:24]=1)([C:7]1[CH:12]=[CH:11][CH:10]=[CH:9][CH:8]=1)[C:13]1[CH:14]=[CH:15][CH:16]=[CH:17][CH:18]=1. (6) Given the reactants [F:1][C:2]1[CH:17]=[C:16]([F:18])[CH:15]=[CH:14][C:3]=1[O:4][C:5]1[C:6](O)=[N:7][C:8]([S:11][CH3:12])=[N:9][CH:10]=1.O=P(Cl)(Cl)[Cl:21].CC(=O)OCC, predict the reaction product. The product is: [Cl:21][C:6]1[C:5]([O:4][C:3]2[CH:14]=[CH:15][C:16]([F:18])=[CH:17][C:2]=2[F:1])=[CH:10][N:9]=[C:8]([S:11][CH3:12])[N:7]=1. (7) Given the reactants [CH2:1]([O:8][C:9](=[O:21])[CH2:10][N:11]1[C:15]2[CH:16]=[CH:17][CH:18]=[CH:19][C:14]=2[NH:13][C:12]1=[O:20])[C:2]1[CH:7]=[CH:6][CH:5]=[CH:4][CH:3]=1.[H-].[Na+].[CH2:24](I)[CH3:25], predict the reaction product. The product is: [CH2:1]([O:8][C:9](=[O:21])[CH2:10][N:11]1[C:15]2[CH:16]=[CH:17][CH:18]=[CH:19][C:14]=2[N:13]([CH2:24][CH3:25])[C:12]1=[O:20])[C:2]1[CH:7]=[CH:6][CH:5]=[CH:4][CH:3]=1.